From a dataset of Catalyst prediction with 721,799 reactions and 888 catalyst types from USPTO. Predict which catalyst facilitates the given reaction. (1) Reactant: [O:1]1[C:5]2[CH:6]=[CH:7][C:8]([C:10]3[CH:11]=[C:12]([C:26](=[O:29])[CH2:27][CH3:28])[CH:13]=[C:14]([O:16]CC4C=CC(OC)=CC=4)[CH:15]=3)=[CH:9][C:4]=2[O:3][CH2:2]1. Product: [O:1]1[C:5]2[CH:6]=[CH:7][C:8]([C:10]3[CH:11]=[C:12]([C:26](=[O:29])[CH2:27][CH3:28])[CH:13]=[C:14]([OH:16])[CH:15]=3)=[CH:9][C:4]=2[O:3][CH2:2]1. The catalyst class is: 15. (2) Reactant: [Cl:1][CH2:2][CH2:3][CH2:4][S:5]([O:8][CH2:9][C:10]([CH3:33])([CH3:32])[CH:11]([O:22]CC1C=CC(OC)=CC=1)[C:12]([O:14][CH2:15][C:16]1[CH:21]=[CH:20][CH:19]=[CH:18][CH:17]=1)=[O:13])(=[O:7])=[O:6].ClC1C(=O)C(C#N)=C(C#N)C(=O)C=1Cl. Product: [Cl:1][CH2:2][CH2:3][CH2:4][S:5]([O:8][CH2:9][C:10]([CH3:33])([CH3:32])[CH:11]([OH:22])[C:12]([O:14][CH2:15][C:16]1[CH:21]=[CH:20][CH:19]=[CH:18][CH:17]=1)=[O:13])(=[O:7])=[O:6]. The catalyst class is: 46. (3) Reactant: [C:1]([C@H:5]1[CH2:10][CH2:9][C@H:8]([N:11]([C:28]2[N:32]([CH3:33])[C:31]3[CH:34]=[CH:35][C:36]([O:38]C)=[CH:37][C:30]=3[N:29]=2)[CH:12]2[C:20]3[C:15](=[CH:16][C:17]([C:21]([O:23][CH2:24][CH2:25][CH2:26][CH3:27])=[O:22])=[CH:18][CH:19]=3)[CH2:14][CH2:13]2)[CH2:7][CH2:6]1)([CH3:4])([CH3:3])[CH3:2].B(Br)(Br)Br. Product: [C:1]([C@H:5]1[CH2:6][CH2:7][C@H:8]([N:11]([C:28]2[N:32]([CH3:33])[C:31]3[CH:34]=[CH:35][C:36]([OH:38])=[CH:37][C:30]=3[N:29]=2)[CH:12]2[C:20]3[C:15](=[CH:16][C:17]([C:21]([O:23][CH2:24][CH2:25][CH2:26][CH3:27])=[O:22])=[CH:18][CH:19]=3)[CH2:14][CH2:13]2)[CH2:9][CH2:10]1)([CH3:2])([CH3:3])[CH3:4]. The catalyst class is: 4. (4) Reactant: C(S)CCCCCCCCCCC.CC(N=NC(C#N)(C)C)(C#N)C.C([O:31][CH:32]1[CH2:37][CH2:36][CH:35]([C:38]([OH:47])([C:43]([F:46])([F:45])[F:44])[C:39]([F:42])([F:41])[F:40])[CH:34]([OH:48])[CH2:33]1)(=O)C(C)=C. The catalyst class is: 131. Product: [F:40][C:39]([F:41])([F:42])[C:38]([CH:35]1[CH2:36][CH2:37][CH:32]([OH:31])[CH2:33][CH:34]1[OH:48])([OH:47])[C:43]([F:44])([F:46])[F:45]. (5) Reactant: Cl.[CH3:2][O:3][C:4](=[O:15])[C@H:5]([CH2:7][C:8]1[CH:13]=[CH:12][C:11]([OH:14])=[CH:10][CH:9]=1)[NH2:6].C(N(CC)CC)C.Cl.[C:24](Cl)(=[O:30])[CH2:25][CH2:26][CH2:27][CH2:28][CH3:29]. Product: [C:24]([NH:6][C@@H:5]([CH2:7][C:8]1[CH:9]=[CH:10][C:11]([OH:14])=[CH:12][CH:13]=1)[C:4]([O:3][CH3:2])=[O:15])(=[O:30])[CH2:25][CH2:26][CH2:27][CH2:28][CH3:29]. The catalyst class is: 229. (6) Reactant: Cl.[NH2:2][CH2:3][C:4]1[C:9]([CH2:10][CH3:11])=[N:8][C:7]2[N:12]([CH2:15][CH3:16])[N:13]=[CH:14][C:6]=2[C:5]=1[NH:17][CH:18]1[CH2:23][CH2:22][O:21][CH2:20][CH2:19]1.[CH2:24]([CH:28]([C:32](O)=[O:33])[C:29]([OH:31])=[O:30])[CH2:25][CH2:26][CH3:27].CN(C(ON1N=NC2C=CC=CC1=2)=[N+](C)C)C.F[P-](F)(F)(F)(F)F.CCN(CC)CC. Product: [CH2:15]([N:12]1[C:7]2=[N:8][C:9]([CH2:10][CH3:11])=[C:4]([CH2:3][NH:2][C:32]([CH:28]([CH2:24][CH2:25][CH2:26][CH3:27])[C:29]([OH:31])=[O:30])=[O:33])[C:5]([NH:17][CH:18]3[CH2:19][CH2:20][O:21][CH2:22][CH2:23]3)=[C:6]2[CH:14]=[N:13]1)[CH3:16]. The catalyst class is: 2. (7) Reactant: C(N1C=CN=C1)([N:3]1C=CN=C1)=O.[O:13]=[C:14]1[N:19]([C:20]2[CH:25]=[CH:24][CH:23]=[CH:22][CH:21]=2)[C:18]2[S:26][C:27]([C:35]([OH:37])=O)=[C:28]([C:29]3[CH:34]=[CH:33][CH:32]=[CH:31][CH:30]=3)[C:17]=2[CH:16]=[CH:15]1.N. Product: [O:13]=[C:14]1[N:19]([C:20]2[CH:25]=[CH:24][CH:23]=[CH:22][CH:21]=2)[C:18]2[S:26][C:27]([C:35]([NH2:3])=[O:37])=[C:28]([C:29]3[CH:34]=[CH:33][CH:32]=[CH:31][CH:30]=3)[C:17]=2[CH:16]=[CH:15]1. The catalyst class is: 3.